Dataset: Full USPTO retrosynthesis dataset with 1.9M reactions from patents (1976-2016). Task: Predict the reactants needed to synthesize the given product. (1) Given the product [Cl:1][C:2]1[CH:7]=[CH:6][C:5]2=[N:8][Se:10][N:9]=[C:4]2[CH:3]=1, predict the reactants needed to synthesize it. The reactants are: [Cl:1][C:2]1[CH:3]=[C:4]([NH2:9])[C:5]([NH2:8])=[CH:6][CH:7]=1.[Se:10](=O)=O. (2) Given the product [CH:19]1[CH:18]=[CH:17][C:6]2[N:7]([C:14]([NH2:16])=[O:15])[C:8]3[CH:13]=[CH:12][CH:11]=[CH:10][C:9]=3[C:3](=[O:2])[CH2:4][C:5]=2[CH:20]=1, predict the reactants needed to synthesize it. The reactants are: C[O:2][C:3]1[C:9]2[CH:10]=[CH:11][CH:12]=[CH:13][C:8]=2[N:7]([C:14]([NH2:16])=[O:15])[C:6]2[CH:17]=[CH:18][CH:19]=[CH:20][C:5]=2[CH:4]=1.C(O)(=O)CC(CC(O)=O)(C(O)=O)O. (3) The reactants are: [C:1]([CH2:3][C:4]1[CH:9]=[C:8]([O:10][CH3:11])[C:7]([O:12][CH3:13])=[CH:6][C:5]=1[CH2:14][CH2:15][NH:16]C(=O)C(F)(F)F)#[N:2].C(O)C.C(=O)([O-])[O-].[K+].[K+]. Given the product [NH2:2][CH2:1][CH2:3][C:4]1[CH:9]=[C:8]([O:10][CH3:11])[C:7]([O:12][CH3:13])=[CH:6][C:5]=1[CH2:14][C:15]#[N:16], predict the reactants needed to synthesize it. (4) Given the product [Cl:8][C:7]1[CH:6]=[CH:5][N:4]=[CH:3][C:2]=1[CH:9]1[CH2:11][CH2:10]1, predict the reactants needed to synthesize it. The reactants are: Br[C:2]1[CH:3]=[N:4][CH:5]=[CH:6][C:7]=1[Cl:8].[CH:9]1([B-](F)(F)F)[CH2:11][CH2:10]1.[K+].C(=O)([O-])[O-].[Cs+].[Cs+].CCCCCCC.C(OCC)(=O)C. (5) Given the product [Br:1][C:2]1[C:3]([N:21]2[CH2:26][CH2:25][N:24]([CH2:27][C:28]3[CH:29]=[N:30][CH:31]=[CH:32][CH:33]=3)[CH2:23][CH2:22]2)=[C:4]2[N:10]=[C:9]([C:11]3[CH:16]=[C:15]([CH2:36][N:52]([CH3:57])[CH3:53])[CH:14]=[CH:13][CH:12]=3)[NH:8][C:5]2=[N:6][CH:7]=1, predict the reactants needed to synthesize it. The reactants are: [Br:1][C:2]1[C:3]([N:21]2[CH2:26][CH2:25][N:24]([CH2:27][C:28]3[CH:29]=[N:30][CH:31]=[CH:32][CH:33]=3)[CH2:23][CH2:22]2)=[C:4]2[N:10]=[C:9]([C:11]3[CH:16]=[CH:15][C:14](CN(C)C)=[CH:13][CH:12]=3)[NH:8][C:5]2=[N:6][CH:7]=1.BrC1[C:36]([N:52]2[CH2:57][CH2:53][N:52]([CH2:57]C3C=NC=CC=3)[CH2:36][CH2:53]2)=C2N=C(C3C=C(CN)C=CC=3)NC2=NC=1.C=O.[BH3-]C#N.[Na+]. (6) Given the product [I:1][C:2]1[CH:3]=[CH:4][C:5]2[N:6]([CH:8]=[C:9]([NH:11][C:15](=[O:16])[CH2:14][O:13][CH3:12])[N:10]=2)[N:7]=1, predict the reactants needed to synthesize it. The reactants are: [I:1][C:2]1[CH:3]=[CH:4][C:5]2[N:6]([CH:8]=[C:9]([NH2:11])[N:10]=2)[N:7]=1.[CH3:12][O:13][CH2:14][C:15](Cl)=[O:16]. (7) Given the product [Cl:1][C:2]1[CH:7]=[C:6]([C:8]2[N:11]=[C:17]([CH3:18])[O:10][N:9]=2)[CH:5]=[CH:4][C:3]=1[CH2:12][C:13]([O:15][CH3:16])=[O:14], predict the reactants needed to synthesize it. The reactants are: [Cl:1][C:2]1[CH:7]=[C:6]([C:8](=[NH:11])[NH:9][OH:10])[CH:5]=[CH:4][C:3]=1[CH2:12][C:13]([O:15][CH3:16])=[O:14].[CH3:17][C:18](OC(C)=O)=O. (8) Given the product [OH:8][C:6]1[CH:7]=[C:2]([OH:1])[C:3]([CH2:9][CH2:10][CH2:11][NH:12][C:13](=[O:18])[C:14]([F:15])([F:16])[F:17])=[CH:4][C:5]=1[C:19]([C:20]1[CH:28]=[CH:27][CH:26]=[CH:25][C:21]=1[C:22]([OH:24])=[O:23])=[O:29], predict the reactants needed to synthesize it. The reactants are: [OH:1][C:2]1[CH:7]=[C:6]([OH:8])[CH:5]=[CH:4][C:3]=1[CH2:9][CH2:10][CH2:11][NH:12][C:13](=[O:18])[C:14]([F:17])([F:16])[F:15].[C:19]1(=[O:29])[O:24][C:22](=[O:23])[C:21]2=[CH:25][CH:26]=[CH:27][CH:28]=[C:20]12.[Cl-].[Al+3].[Cl-].[Cl-].